Dataset: Forward reaction prediction with 1.9M reactions from USPTO patents (1976-2016). Task: Predict the product of the given reaction. (1) Given the reactants Cl[C:2]1[N:7]=[C:6]([CH2:8][CH2:9][O:10][C:11]2[CH:12]=[C:13]3[C:17](=[CH:18][CH:19]=2)[C@H:16]([CH2:20][C:21]([O:23]CC)=[O:22])[CH2:15][CH2:14]3)[CH:5]=[CH:4][CH:3]=1.C(P(C(C)(C)C)C1C=CC=CC=1C1C=CC=CC=1)(C)(C)C.CC(C)([O-])C.[Na+].[CH3:53][NH:54][C:55]1[CH:60]=[CH:59][CH:58]=[CH:57][CH:56]=1.[Li+].[OH-], predict the reaction product. The product is: [CH3:53][N:54]([C:55]1[CH:60]=[CH:59][CH:58]=[CH:57][CH:56]=1)[C:2]1[N:7]=[C:6]([CH2:8][CH2:9][O:10][C:11]2[CH:12]=[C:13]3[C:17](=[CH:18][CH:19]=2)[C@H:16]([CH2:20][C:21]([OH:23])=[O:22])[CH2:15][CH2:14]3)[CH:5]=[CH:4][CH:3]=1. (2) Given the reactants [NH:1]1[CH:5]=[C:4]([C:6]2[CH:11]=[C:10]([C:12]3[N:13]=[N:14][N:15](CC4C=CC(OC)=CC=4)[C:16]=3[C:17]([F:20])([F:19])[F:18])[CH:9]=[CH:8][N:7]=2)[N:3]=[CH:2]1.Br[CH2:31][CH2:32][C:33]1[CH:38]=[CH:37][C:36]([F:39])=[CH:35][CH:34]=1.C([O-])([O-])=O.[Cs+].[Cs+], predict the reaction product. The product is: [F:39][C:36]1[CH:37]=[CH:38][C:33]([CH2:32][CH2:31][N:1]2[CH:5]=[C:4]([C:6]3[CH:11]=[C:10]([C:12]4[N:13]=[N:14][NH:15][C:16]=4[C:17]([F:18])([F:20])[F:19])[CH:9]=[CH:8][N:7]=3)[N:3]=[CH:2]2)=[CH:34][CH:35]=1.